From a dataset of Forward reaction prediction with 1.9M reactions from USPTO patents (1976-2016). Predict the product of the given reaction. (1) Given the reactants [F:1][C:2]1[CH:3]=[C:4]([CH:36]=[CH:37][C:38]=1[OH:39])[C:5]([N:7]([CH:33]([CH3:35])[CH3:34])[C:8]1[CH:13]=[C:12]([O:14][CH3:15])[CH:11]=[CH:10][C:9]=1[CH:16]1[CH2:25][CH2:24][C:23]2[CH:22]=[C:21]([O:26]C(=O)C(C)(C)C)[CH:20]=[CH:19][C:18]=2[CH2:17]1)=O.Cl[CH2:41][C:42]([N:44]([CH2:47][CH3:48])[CH2:45][CH3:46])=O, predict the reaction product. The product is: [CH2:42]([N:44]([CH2:47][CH3:48])[CH2:45][CH2:46][O:39][C:38]1[CH:37]=[CH:36][C:4]([CH2:5][N:7]([CH:33]([CH3:35])[CH3:34])[C:8]2[CH:13]=[C:12]([O:14][CH3:15])[CH:11]=[CH:10][C:9]=2[CH:16]2[CH2:25][CH2:24][C:23]3[CH:22]=[C:21]([OH:26])[CH:20]=[CH:19][C:18]=3[CH2:17]2)=[CH:3][C:2]=1[F:1])[CH3:41]. (2) Given the reactants Br[C:2]1[CH:14]=[CH:13][C:5]([C:6]([O:8][C:9]([CH3:12])([CH3:11])[CH3:10])=[O:7])=[C:4]([CH3:15])[CH:3]=1.C(NC(C)C)(C)C.[C:23]([Si:25]([CH3:28])([CH3:27])[CH3:26])#[CH:24], predict the reaction product. The product is: [C:9]([O:8][C:6](=[O:7])[C:5]1[CH:13]=[CH:14][C:2]([C:24]#[C:23][Si:25]([CH3:28])([CH3:27])[CH3:26])=[CH:3][C:4]=1[CH3:15])([CH3:12])([CH3:11])[CH3:10]. (3) Given the reactants Cl[C:2]1[N:3]=[N:4][CH:5]=[C:6]([C:8]([N:10]2[CH2:15][CH2:14][CH2:13][CH:12]([C:16]3[CH:21]=[CH:20][C:19]([O:22][CH3:23])=[CH:18][C:17]=3[CH3:24])[CH2:11]2)=[O:9])[CH:7]=1.[CH3:25][NH:26][CH3:27], predict the reaction product. The product is: [CH3:23][O:22][C:19]1[CH:20]=[CH:21][C:16]([CH:12]2[CH2:13][CH2:14][CH2:15][N:10]([C:8]([C:6]3[CH:7]=[C:2]([N:26]([CH3:27])[CH3:25])[N:3]=[N:4][CH:5]=3)=[O:9])[CH2:11]2)=[C:17]([CH3:24])[CH:18]=1. (4) Given the reactants [NH4+].[Cl-].[CH3:3][CH2:4][O:5][C:6]([CH:8]1[CH2:13][N:12]([C:14]([O:16][C:17]([CH3:20])([CH3:19])[CH3:18])=[O:15])[C:11]2[CH:21]=[C:22]([Cl:28])[C:23]([N+:25]([O-])=O)=[CH:24][C:10]=2[O:9]1)=[O:7], predict the reaction product. The product is: [CH3:3][CH2:4][O:5][C:6]([CH:8]1[CH2:13][N:12]([C:14]([O:16][C:17]([CH3:20])([CH3:18])[CH3:19])=[O:15])[C:11]2[CH:21]=[C:22]([Cl:28])[C:23]([NH2:25])=[CH:24][C:10]=2[O:9]1)=[O:7]. (5) Given the reactants [P:1]([O-:6])([O:4][CH3:5])[O:2][CH3:3].C(N(CC)CC)C.[CH:14](/[C:22]1[C:30]2[C:25](=[CH:26][CH:27]=[C:28](OS(C(F)(F)F)(=O)=O)[CH:29]=2)[NH:24][N:23]=1)=[CH:15]\[C:16]1[CH:21]=[CH:20][CH:19]=[CH:18][CH:17]=1, predict the reaction product. The product is: [CH3:3][O:2][P:1]([C:28]1[CH:29]=[C:30]2[C:25](=[CH:26][CH:27]=1)[NH:24][N:23]=[C:22]2/[CH:14]=[CH:15]/[C:16]1[CH:21]=[CH:20][CH:19]=[CH:18][CH:17]=1)(=[O:6])[O:4][CH3:5]. (6) Given the reactants [NH:1]1[CH2:6][CH:5]=[CH:4][CH2:3][CH2:2]1.[CH3:7][C:8]([O:11][C:12](O[C:12]([O:11][C:8]([CH3:10])([CH3:9])[CH3:7])=[O:13])=[O:13])([CH3:10])[CH3:9], predict the reaction product. The product is: [C:8]([O:11][C:12]([N:1]1[CH2:2][CH:3]=[CH:4][CH2:5][CH2:6]1)=[O:13])([CH3:10])([CH3:9])[CH3:7].